From a dataset of NCI-60 drug combinations with 297,098 pairs across 59 cell lines. Regression. Given two drug SMILES strings and cell line genomic features, predict the synergy score measuring deviation from expected non-interaction effect. (1) Drug 1: CCC(=C(C1=CC=CC=C1)C2=CC=C(C=C2)OCCN(C)C)C3=CC=CC=C3.C(C(=O)O)C(CC(=O)O)(C(=O)O)O. Drug 2: CC1C(C(CC(O1)OC2CC(CC3=C2C(=C4C(=C3O)C(=O)C5=C(C4=O)C(=CC=C5)OC)O)(C(=O)CO)O)N)O.Cl. Cell line: NCI-H460. Synergy scores: CSS=51.9, Synergy_ZIP=8.28, Synergy_Bliss=6.84, Synergy_Loewe=-19.5, Synergy_HSA=6.52. (2) Drug 1: CN(C)C1=NC(=NC(=N1)N(C)C)N(C)C. Drug 2: CS(=O)(=O)CCNCC1=CC=C(O1)C2=CC3=C(C=C2)N=CN=C3NC4=CC(=C(C=C4)OCC5=CC(=CC=C5)F)Cl. Cell line: OVCAR3. Synergy scores: CSS=3.24, Synergy_ZIP=-0.639, Synergy_Bliss=1.09, Synergy_Loewe=-6.17, Synergy_HSA=-2.01. (3) Drug 1: CC12CCC3C(C1CCC2O)C(CC4=C3C=CC(=C4)O)CCCCCCCCCS(=O)CCCC(C(F)(F)F)(F)F. Drug 2: CC1=C(C(=O)C2=C(C1=O)N3CC4C(C3(C2COC(=O)N)OC)N4)N. Cell line: SR. Synergy scores: CSS=55.4, Synergy_ZIP=-0.237, Synergy_Bliss=-1.44, Synergy_Loewe=-28.8, Synergy_HSA=-1.81.